Dataset: NCI-60 drug combinations with 297,098 pairs across 59 cell lines. Task: Regression. Given two drug SMILES strings and cell line genomic features, predict the synergy score measuring deviation from expected non-interaction effect. (1) Drug 1: CN1C2=C(C=C(C=C2)N(CCCl)CCCl)N=C1CCCC(=O)O.Cl. Cell line: T-47D. Drug 2: C1=NC2=C(N1)C(=S)N=CN2. Synergy scores: CSS=8.36, Synergy_ZIP=-2.86, Synergy_Bliss=2.70, Synergy_Loewe=-12.2, Synergy_HSA=-0.783. (2) Drug 1: C1=CC(=CC=C1CC(C(=O)O)N)N(CCCl)CCCl.Cl. Drug 2: CC1CCC2CC(C(=CC=CC=CC(CC(C(=O)C(C(C(=CC(C(=O)CC(OC(=O)C3CCCCN3C(=O)C(=O)C1(O2)O)C(C)CC4CCC(C(C4)OC)OCCO)C)C)O)OC)C)C)C)OC. Cell line: HL-60(TB). Synergy scores: CSS=51.0, Synergy_ZIP=5.94, Synergy_Bliss=10.5, Synergy_Loewe=3.10, Synergy_HSA=8.22. (3) Drug 1: CCCCC(=O)OCC(=O)C1(CC(C2=C(C1)C(=C3C(=C2O)C(=O)C4=C(C3=O)C=CC=C4OC)O)OC5CC(C(C(O5)C)O)NC(=O)C(F)(F)F)O. Drug 2: CN(C(=O)NC(C=O)C(C(C(CO)O)O)O)N=O. Cell line: SF-295. Synergy scores: CSS=59.4, Synergy_ZIP=-1.28, Synergy_Bliss=-3.67, Synergy_Loewe=-20.9, Synergy_HSA=-1.18. (4) Drug 1: CC1C(C(=O)NC(C(=O)N2CCCC2C(=O)N(CC(=O)N(C(C(=O)O1)C(C)C)C)C)C(C)C)NC(=O)C3=C4C(=C(C=C3)C)OC5=C(C(=O)C(=C(C5=N4)C(=O)NC6C(OC(=O)C(N(C(=O)CN(C(=O)C7CCCN7C(=O)C(NC6=O)C(C)C)C)C)C(C)C)C)N)C. Drug 2: CN1C2=C(C=C(C=C2)N(CCCl)CCCl)N=C1CCCC(=O)O.Cl. Cell line: SF-295. Synergy scores: CSS=8.69, Synergy_ZIP=-4.26, Synergy_Bliss=1.97, Synergy_Loewe=-16.0, Synergy_HSA=2.86. (5) Synergy scores: CSS=12.4, Synergy_ZIP=-1.98, Synergy_Bliss=1.75, Synergy_Loewe=0.595, Synergy_HSA=2.82. Drug 2: C(CN)CNCCSP(=O)(O)O. Cell line: SK-MEL-28. Drug 1: CC(CN1CC(=O)NC(=O)C1)N2CC(=O)NC(=O)C2. (6) Drug 1: CC1=C(C=C(C=C1)NC2=NC=CC(=N2)N(C)C3=CC4=NN(C(=C4C=C3)C)C)S(=O)(=O)N.Cl. Drug 2: CC1C(C(CC(O1)OC2CC(CC3=C2C(=C4C(=C3O)C(=O)C5=C(C4=O)C(=CC=C5)OC)O)(C(=O)CO)O)N)O.Cl. Cell line: CCRF-CEM. Synergy scores: CSS=62.0, Synergy_ZIP=1.86, Synergy_Bliss=1.16, Synergy_Loewe=5.21, Synergy_HSA=6.89.